From a dataset of Forward reaction prediction with 1.9M reactions from USPTO patents (1976-2016). Predict the product of the given reaction. (1) Given the reactants [CH3:1]C(C)=O.OS(O)(=O)=O.O=[Cr](=O)=O.CC(C)=O.[Br:18][C@H:19]1[C@@H:24]([OH:25])[CH2:23][C@@H:22]([C:26]([O-:28])=[O:27])[C@H:21]([C:29]2[CH:34]=[CH:33][CH:32]=[CH:31][C:30]=2[Br:35])[CH2:20]1, predict the reaction product. The product is: [Br:18][C@H:19]1[C:24](=[O:25])[CH2:23][C@@H:22]([C:26]([O:28][CH3:1])=[O:27])[C@H:21]([C:29]2[CH:34]=[CH:33][CH:32]=[CH:31][C:30]=2[Br:35])[CH2:20]1. (2) Given the reactants [NH2:1][C:2]1[CH:3]=[C:4](B(O)O)[CH:5]=[CH:6][CH:7]=1.Br[C:12]1[CH:13]=[C:14]([C:18]2[N:23]([CH2:24][C:25]3[CH:30]=[CH:29][C:28]([CH3:31])=[CH:27][C:26]=3[CH3:32])[C:22](=[O:33])[C:21]([C:34]#[N:35])=[C:20]([C:36]([F:39])([F:38])[F:37])[CH:19]=2)[CH:15]=[CH:16][CH:17]=1.C([O-])([O-])=O.[K+].[K+].O, predict the reaction product. The product is: [NH2:1][C:2]1[CH:3]=[C:4]([C:16]2[CH:17]=[CH:12][CH:13]=[C:14]([C:18]3[N:23]([CH2:24][C:25]4[CH:30]=[CH:29][C:28]([CH3:31])=[CH:27][C:26]=4[CH3:32])[C:22](=[O:33])[C:21]([C:34]#[N:35])=[C:20]([C:36]([F:39])([F:38])[F:37])[CH:19]=3)[CH:15]=2)[CH:5]=[CH:6][CH:7]=1. (3) The product is: [O:21]=[C:8]1[N:7]([C:1]2[CH:2]=[CH:3][CH:4]=[CH:5][CH:6]=2)[CH2:11][C@@H:10]([CH2:12][CH2:13][CH3:14])[N:9]1[CH:15]1[CH2:20][CH2:19][N:18]([CH:23]([CH3:37])[CH2:24][CH2:25][N:26]2[C:34](=[O:35])[C:33]3[C:28](=[CH:29][CH:30]=[CH:31][CH:32]=3)[C:27]2=[O:36])[CH2:17][CH2:16]1. Given the reactants [C:1]1([N:7]2[CH2:11][C@@H:10]([CH2:12][CH2:13][CH3:14])[N:9]([CH:15]3[CH2:20][CH2:19][NH:18][CH2:17][CH2:16]3)[C:8]2=[O:21])[CH:6]=[CH:5][CH:4]=[CH:3][CH:2]=1.O=[C:23]([CH3:37])[CH2:24][CH2:25][N:26]1[C:34](=[O:35])[C:33]2[C:28](=[CH:29][CH:30]=[CH:31][CH:32]=2)[C:27]1=[O:36].[BH3-]C#N.[Na+], predict the reaction product. (4) Given the reactants [C:1]1([CH:7]=[CH:8][C:9]2[S:10][C:11]3[C:20]4[CH:19]=[CH:18][CH:17]=[CH:16][C:15]=4[N:14]=[CH:13][C:12]=3[N:21]=2)[CH:6]=[CH:5][CH:4]=[CH:3][CH:2]=1.[H][H], predict the reaction product. The product is: [C:1]1([CH2:7][CH2:8][C:9]2[S:10][C:11]3[C:20]4[CH:19]=[CH:18][CH:17]=[CH:16][C:15]=4[N:14]=[CH:13][C:12]=3[N:21]=2)[CH:6]=[CH:5][CH:4]=[CH:3][CH:2]=1. (5) Given the reactants Cl.Cl[CH2:3][C:4]1[CH:5]=[C:6]([NH:14][C:15]2[N:20]=[C:19]([C:21]3[CH:26]=[CH:25][C:24]([F:27])=[CH:23][C:22]=3[F:28])[C:18]([F:29])=[CH:17][N:16]=2)[CH:7]=[C:8]([C:10]([F:13])([F:12])[F:11])[CH:9]=1.C(=O)([O-])[O-].[Cs+].[Cs+].[C:36]([NH:43][CH2:44][CH2:45][SH:46])([O:38][C:39]([CH3:42])([CH3:41])[CH3:40])=[O:37], predict the reaction product. The product is: [F:28][C:22]1[CH:23]=[C:24]([F:27])[CH:25]=[CH:26][C:21]=1[C:19]1[C:18]([F:29])=[CH:17][N:16]=[C:15]([NH:14][C:6]2[CH:5]=[C:4]([CH:9]=[C:8]([C:10]([F:12])([F:11])[F:13])[CH:7]=2)[CH2:3][S:46][CH2:45][CH2:44][NH:43][C:36](=[O:37])[O:38][C:39]([CH3:41])([CH3:40])[CH3:42])[N:20]=1. (6) Given the reactants [NH2:1][C:2]1[C:7]([N:8]([C:14]([O:16][CH3:17])=[O:15])[CH2:9][C:10](OC)=[O:11])=[C:6]([NH2:18])[N:5]=[C:4]([C:19]2[C:27]3[C:22](=[N:23][CH:24]=[CH:25][CH:26]=3)[N:21]([CH2:28][C:29]3[CH:34]=[CH:33][CH:32]=[CH:31][C:30]=3[F:35])[N:20]=2)[N:3]=1.[OH-].[Li+].Cl, predict the reaction product. The product is: [NH2:18][C:6]1[C:7]2[N:8]([C:14]([O:16][CH3:17])=[O:15])[CH2:9][C:10](=[O:11])[NH:1][C:2]=2[N:3]=[C:4]([C:19]2[C:27]3[C:22](=[N:23][CH:24]=[CH:25][CH:26]=3)[N:21]([CH2:28][C:29]3[CH:34]=[CH:33][CH:32]=[CH:31][C:30]=3[F:35])[N:20]=2)[N:5]=1. (7) Given the reactants C([O:3][C:4]([C:6]1[S:10][C:9]2[CH:11]=[C:12]([C:15]([C:20]3[CH:25]=[CH:24][C:23]([O:26][CH2:27][C:28](=[O:33])[C:29]([CH3:32])([CH3:31])[CH3:30])=[C:22]([CH3:34])[CH:21]=3)([CH2:18][CH3:19])[CH2:16][CH3:17])[CH:13]=[CH:14][C:8]=2[CH:7]=1)=[O:5])C.[OH-].[Na+], predict the reaction product. The product is: [CH3:32][C:29]([CH3:30])([CH3:31])[C:28](=[O:33])[CH2:27][O:26][C:23]1[CH:24]=[CH:25][C:20]([C:15]([C:12]2[CH:13]=[CH:14][C:8]3[CH:7]=[C:6]([C:4]([OH:5])=[O:3])[S:10][C:9]=3[CH:11]=2)([CH2:18][CH3:19])[CH2:16][CH3:17])=[CH:21][C:22]=1[CH3:34].